From a dataset of Forward reaction prediction with 1.9M reactions from USPTO patents (1976-2016). Predict the product of the given reaction. (1) Given the reactants [C:1]1([CH:7]([C:34]2[CH:39]=[CH:38][CH:37]=[CH:36][CH:35]=2)[N:8]2[CH:13]=[CH:12][CH:11]=[C:10]([C:14]([NH:16][C@@H:17]([CH2:25][CH2:26][CH2:27][NH:28][S:29]([CH3:32])(=[O:31])=[O:30])[C:18]([O:20]C(C)(C)C)=[O:19])=[O:15])[C:9]2=[O:33])[CH:6]=[CH:5][CH:4]=[CH:3][CH:2]=1.C(O)(C(F)(F)F)=O.C([SiH](CC)CC)C.[OH-].[Na+], predict the reaction product. The product is: [CH:7]([N:8]1[CH:13]=[CH:12][CH:11]=[C:10]([C:14]([NH:16][C@@H:17]([CH2:25][CH2:26][CH2:27][NH:28][S:29]([CH3:32])(=[O:30])=[O:31])[C:18]([OH:20])=[O:19])=[O:15])[C:9]1=[O:33])([C:34]1[CH:39]=[CH:38][CH:37]=[CH:36][CH:35]=1)[C:1]1[CH:2]=[CH:3][CH:4]=[CH:5][CH:6]=1. (2) Given the reactants [C:1](Cl)(=[O:6])[CH2:2][CH2:3][CH2:4][CH3:5].[NH2:8][CH:9]1[C:15](=[O:16])[NH:14][C:13]2[CH:17]=[CH:18][CH:19]=[CH:20][C:12]=2[NH:11][C:10]1=[O:21].C(N(CC)CC)C, predict the reaction product. The product is: [O:21]=[C:10]1[NH:11][C:12]2[CH:20]=[CH:19][CH:18]=[CH:17][C:13]=2[NH:14][C:15](=[O:16])[CH:9]1[NH:8][C:1](=[O:6])[CH2:2][CH2:3][CH2:4][CH3:5]. (3) Given the reactants [C@@H:1]12[CH2:7][C@@H:4]([CH:5]=[CH:6]1)[C:3](=[O:8])[NH:2]2.[O-]P([O-])([O-])=O.[K+].[K+].[K+].I[C:18]1[CH:27]=[CH:26][C:21]([C:22]([O:24][CH3:25])=[O:23])=[C:20]([O:28][CH3:29])[CH:19]=1.CNCCNC, predict the reaction product. The product is: [CH3:29][O:28][C:20]1[CH:19]=[C:18]([N:2]2[C:3](=[O:8])[C@H:4]3[CH2:7][C@@H:1]2[CH:6]=[CH:5]3)[CH:27]=[CH:26][C:21]=1[C:22]([O:24][CH3:25])=[O:23]. (4) Given the reactants Cl[C:2]1[C:7]([NH:8][C:9](=[O:15])OC(C)(C)C)=[CH:6][CH:5]=[CH:4][N:3]=1.[N+:16]([C:19]1[CH:25]=[CH:24][C:22]([NH2:23])=[CH:21][CH:20]=1)([O-:18])=[O:17].CC1(C)C2C=CC=C(P(C3C=CC=CC=3)C3C=CC=CC=3)C=2OC2C1=CC=CC=2P(C1C=CC=CC=1)C1C=CC=CC=1.CC(C)([O-])C.[Na+], predict the reaction product. The product is: [N+:16]([C:19]1[CH:25]=[CH:24][C:22]([N:23]2[C:2]3=[N:3][CH:4]=[CH:5][CH:6]=[C:7]3[NH:8][C:9]2=[O:15])=[CH:21][CH:20]=1)([O-:18])=[O:17]. (5) Given the reactants [Br:1][C:2]1[CH:14]=[CH:13][C:12]2[C:11]3[C:6](=[CH:7][C:8]([Br:15])=[CH:9][CH:10]=3)[CH2:5][C:4]=2[CH:3]=1.[H-].[Na+].Br[CH2:19][CH2:20][CH2:21][CH2:22][CH2:23][CH2:24][CH2:25][CH2:26][O:27][C:28]1[CH:33]=[CH:32][C:31](/[CH:34]=[CH:35]/[C:36](=[O:38])[CH3:37])=[CH:30][CH:29]=1, predict the reaction product. The product is: [Br:1][C:2]1[CH:14]=[CH:13][C:12]2[C:11]3[C:6](=[CH:7][C:8]([Br:15])=[CH:9][CH:10]=3)[C:5]([CH2:19][CH2:20][CH2:21][CH2:22][CH2:23][CH2:24][CH2:25][CH2:26][O:27][C:28]3[CH:33]=[CH:32][C:31](/[CH:34]=[CH:35]/[C:36](=[O:38])[CH3:37])=[CH:30][CH:29]=3)([CH2:19][CH2:20][CH2:21][CH2:22][CH2:23][CH2:24][CH2:25][CH2:26][O:27][C:28]3[CH:33]=[CH:32][C:31](/[CH:34]=[CH:35]/[C:36](=[O:38])[CH3:37])=[CH:30][CH:29]=3)[C:4]=2[CH:3]=1. (6) Given the reactants [CH2:1]([C@H:8]1[CH2:12][O:11][C:10](=[O:13])[N:9]1[C:14]([CH:16]([CH2:25][CH2:26][O:27]CC1C=CC=CC=1)[CH2:17][C:18]([O:20][C:21]([CH3:24])([CH3:23])[CH3:22])=[O:19])=[O:15])[C:2]1[CH:7]=[CH:6][CH:5]=[CH:4][CH:3]=1.C(OCC)(=O)C, predict the reaction product. The product is: [CH2:1]([C@H:8]1[CH2:12][O:11][C:10](=[O:13])[N:9]1[C:14]([CH:16]([CH2:25][CH2:26][OH:27])[CH2:17][C:18]([O:20][C:21]([CH3:22])([CH3:24])[CH3:23])=[O:19])=[O:15])[C:2]1[CH:3]=[CH:4][CH:5]=[CH:6][CH:7]=1.